The task is: Predict which catalyst facilitates the given reaction.. This data is from Catalyst prediction with 721,799 reactions and 888 catalyst types from USPTO. (1) Reactant: Cl[C:2](Cl)([O:4]C(=O)OC(Cl)(Cl)Cl)Cl.Cl.[CH2:14]([C@@H:21]1[NH:27][CH2:26][C:25]2[CH:28]=[CH:29][C:30]([C:32]([O:34][CH3:35])=[O:33])=[CH:31][C:24]=2[O:23][CH2:22]1)[C:15]1[CH:20]=[CH:19][CH:18]=[CH:17][CH:16]=1.CCN(CC)CC.[NH:43]1[CH2:48][CH2:47][O:46][CH2:45][CH2:44]1. Product: [CH2:14]([C@@H:21]1[N:27]([C:2]([N:43]2[CH2:48][CH2:47][O:46][CH2:45][CH2:44]2)=[O:4])[CH2:26][C:25]2[CH:28]=[CH:29][C:30]([C:32]([O:34][CH3:35])=[O:33])=[CH:31][C:24]=2[O:23][CH2:22]1)[C:15]1[CH:16]=[CH:17][CH:18]=[CH:19][CH:20]=1. The catalyst class is: 2. (2) Reactant: [C:1]([O:4][C@@H:5]([C:7]1[N:12]=[C:11](Cl)[CH:10]=[CH:9][N:8]=1)[CH3:6])(=[O:3])[CH3:2].C(N(CC)CC)C.[N:21]1([C:27]2[CH:36]=[N:35][C:34]3[C:29](=[CH:30][CH:31]=[CH:32][CH:33]=3)[N:28]=2)[CH2:26][CH2:25][NH:24][CH2:23][CH2:22]1. Product: [C:1]([O:4][C@@H:5]([C:7]1[N:12]=[C:11]([N:24]2[CH2:25][CH2:26][N:21]([C:27]3[CH:36]=[N:35][C:34]4[C:29](=[CH:30][CH:31]=[CH:32][CH:33]=4)[N:28]=3)[CH2:22][CH2:23]2)[CH:10]=[CH:9][N:8]=1)[CH3:6])(=[O:3])[CH3:2]. The catalyst class is: 32. (3) Reactant: [Cl:1][C:2]1[N:7]=[C:6]2[C:8]([CH3:29])=[C:9]([CH:11]([NH:18][C:19]3[CH:28]=[CH:27][C:22]([C:23]([O:25]C)=[O:24])=[CH:21][CH:20]=3)[CH:12]3[CH2:17][CH2:16][CH2:15][CH2:14][CH2:13]3)[O:10][C:5]2=[CH:4][CH:3]=1.C(O)C.[OH-].[Li+]. Product: [Cl:1][C:2]1[N:7]=[C:6]2[C:8]([CH3:29])=[C:9]([CH:11]([NH:18][C:19]3[CH:20]=[CH:21][C:22]([C:23]([OH:25])=[O:24])=[CH:27][CH:28]=3)[CH:12]3[CH2:17][CH2:16][CH2:15][CH2:14][CH2:13]3)[O:10][C:5]2=[CH:4][CH:3]=1. The catalyst class is: 7. (4) Reactant: [CH:1]1([NH:4][C:5]2[N:10]3[N:11]=[CH:12][C:13]([CH:14]=O)=[C:9]3[N:8]=[C:7]([C:16]3[S:20][C:19]([C:21]([NH:23][CH2:24][CH2:25][CH2:26][O:27][CH3:28])=[O:22])=[CH:18][CH:17]=3)[CH:6]=2)[CH2:3][CH2:2]1.N1CCCCC1.[NH:35]1[CH2:41][C:39](=[O:40])[NH:38][C:36]1=[O:37]. Product: [CH:1]1([NH:4][C:5]2[N:10]3[N:11]=[CH:12][C:13]([CH:14]=[C:41]4[C:39](=[O:40])[NH:38][C:36](=[O:37])[NH:35]4)=[C:9]3[N:8]=[C:7]([C:16]3[S:20][C:19]([C:21]([NH:23][CH2:24][CH2:25][CH2:26][O:27][CH3:28])=[O:22])=[CH:18][CH:17]=3)[CH:6]=2)[CH2:3][CH2:2]1. The catalyst class is: 14. (5) Reactant: [O:1]1[C:6]2[CH:7]=[CH:8][CH:9]=[CH:10][C:5]=2[NH:4][C:3](=[O:11])[CH2:2]1.[C:12](O[C:12]([O:14][C:15]([CH3:18])([CH3:17])[CH3:16])=[O:13])([O:14][C:15]([CH3:18])([CH3:17])[CH3:16])=[O:13]. Product: [O:1]1[C:6]2[CH:7]=[CH:8][CH:9]=[CH:10][C:5]=2[N:4]([C:12]([O:14][C:15]([CH3:18])([CH3:17])[CH3:16])=[O:13])[C:3](=[O:11])[CH2:2]1. The catalyst class is: 599. (6) Reactant: [Cl:1][C:2]1[CH:7]=[CH:6][CH:5]=[CH:4][C:3]=1[N:8]1[C:12]([C:13]([NH:15][C:16]2[C:21]([C:22]([NH:24][CH:25]([CH3:27])[CH3:26])=[O:23])=[CH:20][CH:19]=[CH:18][C:17]=2[CH3:28])=O)=[CH:11][C:10]([C:29]([F:32])([F:31])[F:30])=[N:9]1.S(Cl)(Cl)=O. Product: [Cl:1][C:2]1[CH:7]=[CH:6][CH:5]=[CH:4][C:3]=1[N:8]1[C:12]([C:13]2[O:23][C:22](=[N:24][CH:25]([CH3:26])[CH3:27])[C:21]3[CH:20]=[CH:19][CH:18]=[C:17]([CH3:28])[C:16]=3[N:15]=2)=[CH:11][C:10]([C:29]([F:32])([F:31])[F:30])=[N:9]1. The catalyst class is: 4. (7) Reactant: [C:1]([N:3]1[CH2:8][CH2:7][N:6]([C:9]([O:11][C:12]([CH3:15])([CH3:14])[CH3:13])=[O:10])[CH2:5][CH2:4]1)#[N:2].[N-:16]=[N+:17]=[N-:18].[Na+].[Cl-].[NH4+].Cl. Product: [N:2]1[NH:16][N:17]=[N:18][C:1]=1[N:3]1[CH2:8][CH2:7][N:6]([C:9]([O:11][C:12]([CH3:15])([CH3:14])[CH3:13])=[O:10])[CH2:5][CH2:4]1. The catalyst class is: 42. (8) Reactant: C(=[N:14][C:15]1[CH:16]=[CH:17][C:18]([F:29])=[C:19]([C@@:21]2([CH3:28])[NH:26][C:25](=[S:27])[CH2:24][O:23][CH2:22]2)[CH:20]=1)(C1C=CC=CC=1)C1C=CC=CC=1.[ClH:30]. Product: [ClH:30].[NH2:14][C:15]1[CH:16]=[CH:17][C:18]([F:29])=[C:19]([C@@:21]2([CH3:28])[NH:26][C:25](=[S:27])[CH2:24][O:23][CH2:22]2)[CH:20]=1. The catalyst class is: 12. (9) Reactant: [OH:1][C:2]1[C:11]2[NH:10][C:9](=[O:12])[CH2:8][O:7][C:6]=2[CH:5]=[CH:4][CH:3]=1.[C:13]([O-])([O-])=O.[K+].[K+].Br[CH2:20][C:21]([O:23][CH2:24][CH3:25])=[O:22].CI. Product: [CH3:13][N:10]1[C:9](=[O:12])[CH2:8][O:7][C:6]2[CH:5]=[CH:4][CH:3]=[C:2]([O:1][CH2:20][C:21]([O:23][CH2:24][CH3:25])=[O:22])[C:11]1=2. The catalyst class is: 3.